From a dataset of Reaction yield outcomes from USPTO patents with 853,638 reactions. Predict the reaction yield, written as a fraction of the theoretical maximum amount of product (1.0 means a 100% yield; for example, 0.34 means a 34% yield). (1) The reactants are [OH:1][C:2]12[C:13]3[C:8](=[C:9]([N+:14]([O-])=O)[CH:10]=[CH:11][CH:12]=3)[C:7](=[O:17])[C:6]1([NH:18][C:19]([C:21]1[C:22]3[C:27]([N:28]=[C:29]4[C:34]=1[CH:33]=[CH:32][CH:31]=[CH:30]4)=[CH:26][CH:25]=[CH:24][CH:23]=3)=[O:20])[C:5]1[CH:35]=[CH:36][C:37]([CH:39]([CH3:41])[CH3:40])=[CH:38][C:4]=1[O:3]2.C(O)C. The catalyst is Cl.[Fe].O. The product is [NH2:14][C:9]1[CH:10]=[CH:11][CH:12]=[C:13]2[C:8]=1[C:7](=[O:17])[C:6]1([NH:18][C:19]([C:21]3[C:22]4[C:27]([N:28]=[C:29]5[C:34]=3[CH:33]=[CH:32][CH:31]=[CH:30]5)=[CH:26][CH:25]=[CH:24][CH:23]=4)=[O:20])[C:5]3[CH:35]=[CH:36][C:37]([CH:39]([CH3:40])[CH3:41])=[CH:38][C:4]=3[O:3][C:2]12[OH:1]. The yield is 0.650. (2) The reactants are C([N:8]1[CH2:13][CH2:12][N:11]([C:14]2[CH:19]=[CH:18][N:17]=[C:16]3[NH:20][CH:21]=[C:22]([NH:23][C:24](=[O:26])[CH3:25])[C:15]=23)[CH2:10][CH2:9]1)C1C=CC=CC=1. The catalyst is CO.Cl.[Pd]. The product is [N:11]1([C:14]2[CH:19]=[CH:18][N:17]=[C:16]3[NH:20][CH:21]=[C:22]([NH:23][C:24](=[O:26])[CH3:25])[C:15]=23)[CH2:12][CH2:13][NH:8][CH2:9][CH2:10]1. The yield is 0.771. (3) The reactants are C([O:3][C:4](=O)[CH:5]([NH:11][S:12]([C:15]1[CH:20]=[CH:19][C:18]([Cl:21])=[CH:17][CH:16]=1)(=[O:14])=[O:13])[CH2:6][C:7]([F:10])([CH3:9])[CH3:8])C.[OH-].[Na+].ClC1C=CC(S([NH:35]C(CC(F)(C)C)C(O)=O)(=O)=O)=CC=1.ON1C2C=CC=CC=2N=N1.C(N(C(C)C)CC)(C)C.[Cl-].[NH4+].Cl.CN(C)CCCN=C=NCC. The catalyst is CO.O.CN(C=O)C. The product is [Cl:21][C:18]1[CH:19]=[CH:20][C:15]([S:12]([NH:11][CH:5]([CH2:6][C:7]([F:10])([CH3:9])[CH3:8])[C:4]([NH2:35])=[O:3])(=[O:14])=[O:13])=[CH:16][CH:17]=1. The yield is 1.00. (4) The reactants are [CH2:1]([N:8]1[CH2:13][CH2:12][N:11]([C:14]([C:16]2[CH:21]=[C:20]([C:22]3[CH:27]=[CH:26][C:25]([O:28][CH2:29][C:30]4[CH:35]=[CH:34][CH:33]=[CH:32][CH:31]=4)=[CH:24][C:23]=3[F:36])[N:19]=[C:18]3[N:37]([CH:41]4[CH2:46][CH2:45][CH2:44][CH2:43][O:42]4)[N:38]=[C:39]([CH3:40])[C:17]=23)=O)[C:10]([CH3:48])([CH3:47])[CH2:9]1)[C:2]1[CH:7]=[CH:6][CH:5]=[CH:4][CH:3]=1.[H-].[Al+3].[Li+].[H-].[H-].[H-]. The catalyst is C1COCC1. The product is [CH2:1]([N:8]1[CH2:13][CH2:12][N:11]([CH2:14][C:16]2[CH:21]=[C:20]([C:22]3[CH:27]=[CH:26][C:25]([O:28][CH2:29][C:30]4[CH:35]=[CH:34][CH:33]=[CH:32][CH:31]=4)=[CH:24][C:23]=3[F:36])[N:19]=[C:18]3[N:37]([CH:41]4[CH2:46][CH2:45][CH2:44][CH2:43][O:42]4)[N:38]=[C:39]([CH3:40])[C:17]=23)[C:10]([CH3:48])([CH3:47])[CH2:9]1)[C:2]1[CH:3]=[CH:4][CH:5]=[CH:6][CH:7]=1. The yield is 0.500. (5) The reactants are C(O[BH-](OC(=O)C)OC(=O)C)(=O)C.[Na+].Cl.[CH2:16]1[C:25]2[C:20](=[CH:21][CH:22]=[C:23]([C:26]([O:28][CH3:29])=[O:27])[CH:24]=2)[CH2:19][CH2:18][NH:17]1.[C:30]([C:32]1[CH:39]=[CH:38][C:35]([CH:36]=O)=[CH:34][CH:33]=1)#[N:31].C(=O)(O)[O-].[Na+]. The catalyst is ClCCl.C(OCC)C. The product is [C:30]([C:32]1[CH:39]=[CH:38][C:35]([CH2:36][N:17]2[CH2:18][CH2:19][C:20]3[C:25](=[CH:24][C:23]([C:26]([O:28][CH3:29])=[O:27])=[CH:22][CH:21]=3)[CH2:16]2)=[CH:34][CH:33]=1)#[N:31]. The yield is 0.300. (6) The yield is 0.680. No catalyst specified. The reactants are [F:1][C:2]1[CH:7]=[CH:6][C:5]([C:8]2[CH:13]=[CH:12][C:11]([C@@H:14]([N:16]3[CH2:21][CH2:20][C@:19]([CH2:28][C:29]([OH:31])=[O:30])([C:22]4[CH:27]=[CH:26][CH:25]=[CH:24][CH:23]=4)[O:18][C:17]3=[O:32])[CH3:15])=[CH:10][CH:9]=2)=[CH:4][CH:3]=1.S(Cl)(Cl)=O.[CH3:37]O. The product is [F:1][C:2]1[CH:7]=[CH:6][C:5]([C:8]2[CH:9]=[CH:10][C:11]([C@@H:14]([N:16]3[CH2:21][CH2:20][C@:19]([CH2:28][C:29]([O:31][CH3:37])=[O:30])([C:22]4[CH:27]=[CH:26][CH:25]=[CH:24][CH:23]=4)[O:18][C:17]3=[O:32])[CH3:15])=[CH:12][CH:13]=2)=[CH:4][CH:3]=1. (7) The reactants are [F:1][C:2]1[CH:10]=[C:9]2[C:5]([C:6](I)=[CH:7][N:8]2[S:11]([C:14]2[CH:19]=[CH:18][CH:17]=[CH:16][CH:15]=2)(=[O:13])=[O:12])=[CH:4][CH:3]=1.CC1(C)C(C)(C)OB([C:29]2[CH:38]=[CH:37][C:32]3[N:33]=[C:34]([NH2:36])[O:35][C:31]=3[CH:30]=2)O1. No catalyst specified. The product is [F:1][C:2]1[CH:10]=[C:9]2[C:5]([C:6]([C:29]3[CH:38]=[CH:37][C:32]4[N:33]=[C:34]([NH2:36])[O:35][C:31]=4[CH:30]=3)=[CH:7][N:8]2[S:11]([C:14]2[CH:19]=[CH:18][CH:17]=[CH:16][CH:15]=2)(=[O:13])=[O:12])=[CH:4][CH:3]=1. The yield is 0.640. (8) The reactants are [OH-].[Na+].C([O:6][C:7]1[CH:33]=[CH:32][C:31]([Cl:34])=[CH:30][C:8]=1[C:9]([NH:11][CH2:12][C:13](=[O:29])[NH:14][C:15]1[CH:20]=[C:19]([C:21]([F:24])([F:23])[F:22])[CH:18]=[C:17]([C:25]([F:28])([F:27])[F:26])[CH:16]=1)=[O:10])(=O)C.Cl. The catalyst is CO.O1CCCC1. The product is [Cl:34][C:31]1[CH:32]=[CH:33][C:7]([OH:6])=[C:8]([CH:30]=1)[C:9]([NH:11][CH2:12][C:13](=[O:29])[NH:14][C:15]1[CH:16]=[C:17]([C:25]([F:27])([F:28])[F:26])[CH:18]=[C:19]([C:21]([F:22])([F:23])[F:24])[CH:20]=1)=[O:10]. The yield is 0.637. (9) The reactants are [O:1]1[CH2:6][CH2:5][N:4]([C:7]2[N:12]=[C:11]([N:13]3[CH2:18][CH2:17][O:16][CH2:15][CH2:14]3)[N:10]=[C:9]([C:19]3[CH:24]=[CH:23][C:22]([NH:25][C:26]([NH:28][C:29]4[CH:34]=[CH:33][C:32]([C:35]([N:37]5[CH2:42][CH2:41][N:40]([CH3:43])[CH2:39][CH2:38]5)=[O:36])=[CH:31][CH:30]=4)=[O:27])=[CH:21][CH:20]=3)[N:8]=2)[CH2:3][CH2:2]1.CO.[ClH:46]. The catalyst is O1CCOCC1. The product is [ClH:46].[O:1]1[CH2:2][CH2:3][N:4]([C:7]2[N:12]=[C:11]([N:13]3[CH2:18][CH2:17][O:16][CH2:15][CH2:14]3)[N:10]=[C:9]([C:19]3[CH:24]=[CH:23][C:22]([NH:25][C:26]([NH:28][C:29]4[CH:30]=[CH:31][C:32]([C:35]([N:37]5[CH2:38][CH2:39][N:40]([CH3:43])[CH2:41][CH2:42]5)=[O:36])=[CH:33][CH:34]=4)=[O:27])=[CH:21][CH:20]=3)[N:8]=2)[CH2:5][CH2:6]1. The yield is 1.00. (10) The reactants are Cl[C:2]1[CH:7]=[CH:6][N:5]=[C:4]([C:8]([NH2:10])=[O:9])[CH:3]=1.FC(F)(F)C(O)=O.NC1C(C2C=CC(CC(N)=O)=CC=2)=C(OC2C=CC(NC(NC(=O)CC3C=CC(F)=CC=3)=O)=CC=2F)C=CN=1.[NH2:57][C:58]1[CH:63]=[C:62]([F:64])[C:61]([OH:65])=[C:60]([F:66])[CH:59]=1. No catalyst specified. The product is [NH2:57][C:58]1[CH:63]=[C:62]([F:64])[C:61]([O:65][C:2]2[CH:7]=[CH:6][N:5]=[C:4]([C:8]([NH2:10])=[O:9])[CH:3]=2)=[C:60]([F:66])[CH:59]=1. The yield is 0.290.